Dataset: NCI-60 drug combinations with 297,098 pairs across 59 cell lines. Task: Regression. Given two drug SMILES strings and cell line genomic features, predict the synergy score measuring deviation from expected non-interaction effect. Drug 1: CCC1=C2CN3C(=CC4=C(C3=O)COC(=O)C4(CC)O)C2=NC5=C1C=C(C=C5)O. Drug 2: C1CN(P(=O)(OC1)NCCCl)CCCl. Cell line: SF-539. Synergy scores: CSS=49.3, Synergy_ZIP=0.646, Synergy_Bliss=-0.490, Synergy_Loewe=-70.1, Synergy_HSA=1.36.